The task is: Binary Classification. Given a T-cell receptor sequence (or CDR3 region) and an epitope sequence, predict whether binding occurs between them.. This data is from TCR-epitope binding with 47,182 pairs between 192 epitopes and 23,139 TCRs. (1) The epitope is TSDLATNNLVVMAY. The TCR CDR3 sequence is CAISEGSTSGVYEQYF. Result: 1 (the TCR binds to the epitope). (2) The TCR CDR3 sequence is CASSDLGGVGKNIQYF. Result: 0 (the TCR does not bind to the epitope). The epitope is GILGFVFTL.